Predict which catalyst facilitates the given reaction. From a dataset of Catalyst prediction with 721,799 reactions and 888 catalyst types from USPTO. (1) Reactant: [C:1]1([C:7]2[C:27]([F:28])=[CH:26][CH:25]=[CH:24][C:8]=2[C:9]([C@@H:11]2[CH2:16][CH2:15][CH2:14][N:13]([C:17]([O:19][C:20]([CH3:23])([CH3:22])[CH3:21])=[O:18])[CH2:12]2)=[O:10])[CH2:6][CH2:5][CH2:4][CH2:3][CH:2]=1.[CH3:29][O:30][CH2:31][CH2:32][CH2:33][CH2:34][Mg]Cl. Product: [C:1]1([C:7]2[C:27]([F:28])=[CH:26][CH:25]=[CH:24][C:8]=2[C@:9]([C@@H:11]2[CH2:16][CH2:15][CH2:14][N:13]([C:17]([O:19][C:20]([CH3:23])([CH3:21])[CH3:22])=[O:18])[CH2:12]2)([OH:10])[CH2:34][CH2:33][CH2:32][CH2:31][O:30][CH3:29])[CH2:6][CH2:5][CH2:4][CH2:3][CH:2]=1. The catalyst class is: 1. (2) Reactant: [N:1]1([CH2:7][CH2:8][C:9]2[N:17]3[C:12]([C:13]([NH2:18])=[N:14][CH:15]=[N:16]3)=[CH:11][CH:10]=2)[CH2:6][CH2:5][O:4][CH2:3][CH2:2]1.[Br:19]N1C(C)(C)C(=O)N(Br)C1=O. Product: [Br:19][C:11]1[CH:10]=[C:9]([CH2:8][CH2:7][N:1]2[CH2:6][CH2:5][O:4][CH2:3][CH2:2]2)[N:17]2[C:12]=1[C:13]([NH2:18])=[N:14][CH:15]=[N:16]2. The catalyst class is: 3. (3) Reactant: Br[C:2]1[C:10]2[CH2:9][CH2:8][N:7]([C:11]3[CH:16]=[CH:15][C:14]([N:17]4[CH2:22][CH2:21][CH2:20][CH2:19][C:18]4=[O:23])=[CH:13][CH:12]=3)[C:6](=[O:24])[C:5]=2[N:4]([C:25]2[CH:30]=[CH:29][C:28]([O:31][CH3:32])=[CH:27][CH:26]=2)[N:3]=1.CNC.CC(C)([O-])C.[Na+].C1(P(C2CCCCC2)C2C=CC=CC=2C2C=CC=CC=2N(C)C)CCCCC1. Product: [CH3:32][O:31][C:28]1[CH:27]=[CH:26][C:25]([N:4]2[C:5]3[C:6](=[O:24])[N:7]([C:11]4[CH:16]=[CH:15][C:14]([N:17]5[CH2:22][CH2:21][CH2:20][CH2:19][C:18]5=[O:23])=[CH:13][CH:12]=4)[CH2:8][CH2:9][C:10]=3[CH:2]=[N:3]2)=[CH:30][CH:29]=1. The catalyst class is: 857. (4) Reactant: [Mg].Br[CH2:3][CH2:4][CH:5]=[C:6]([CH3:8])[CH3:7].CO[C:11]1[CH2:15][CH2:14][C:13](=[O:16])[CH:12]=1. Product: [CH3:7][C:6]([CH3:8])=[CH:5][CH2:4][CH2:3][C:11]1[CH2:15][CH2:14][C:13](=[O:16])[CH:12]=1. The catalyst class is: 27. (5) The catalyst class is: 1. Product: [C:25]([O:24][C:22]([N:18]1[CH2:19][CH2:20][CH2:21][C@@H:16]([C@@:8]([C:4]2[CH:3]=[C:2]([CH:7]=[CH:6][CH:5]=2)[C:39]([OH:41])=[O:40])([OH:15])[CH2:9][CH2:10][CH2:11][CH2:12][O:13][CH3:14])[CH2:17]1)=[O:23])([CH3:28])([CH3:27])[CH3:26]. Reactant: Br[C:2]1[CH:3]=[C:4]([C@:8]([C@@H:16]2[CH2:21][CH2:20][CH2:19][N:18]([C:22]([O:24][C:25]([CH3:28])([CH3:27])[CH3:26])=[O:23])[CH2:17]2)([OH:15])[CH2:9][CH2:10][CH2:11][CH2:12][O:13][CH3:14])[CH:5]=[CH:6][CH:7]=1.C([Li])(C)(C)C.CCCCC.[C:39](=[O:41])=[O:40].C([O-])([O-])=O.[Na+].[Na+]. (6) Reactant: O[CH:2]1[C:10]2[CH:9]=[C:8]3[CH2:11][CH2:12][N:13](C(OC(C)(C)C)=O)[CH2:14][CH2:15][C:7]3=[CH:6][C:5]=2[C:4](=O)[N:3]1[CH:24]([CH3:26])[CH3:25].C([SiH](CC)CC)C.C(O)(C(F)(F)F)=O.C([O-])([O-])=O.[Na+].[Na+]. Product: [CH3:26][CH:24]([N:3]1[CH2:4][C:5]2[CH:6]=[C:7]3[CH2:15][CH2:14][NH:13][CH2:12][CH2:11][C:8]3=[CH:9][C:10]=2[CH2:2]1)[CH3:25]. The catalyst class is: 2. (7) Reactant: [NH2:1][C@@H:2]([C:19]1[CH:24]=[CH:23][CH:22]=[CH:21][CH:20]=1)[C:3]([C:12]1[CH:17]=[CH:16][C:15]([F:18])=[CH:14][CH:13]=1)([C:5]1[CH:10]=[CH:9][C:8]([F:11])=[CH:7][CH:6]=1)[OH:4].C(N(CC)CC)C.Cl[C:33](OC(Cl)(Cl)Cl)=[O:34]. Product: [F:18][C:15]1[CH:16]=[CH:17][C:12]([C:3]2([C:5]3[CH:6]=[CH:7][C:8]([F:11])=[CH:9][CH:10]=3)[O:4][C:33](=[O:34])[NH:1][C@H:2]2[C:19]2[CH:24]=[CH:23][CH:22]=[CH:21][CH:20]=2)=[CH:13][CH:14]=1. The catalyst class is: 2.